Dataset: NCI-60 drug combinations with 297,098 pairs across 59 cell lines. Task: Regression. Given two drug SMILES strings and cell line genomic features, predict the synergy score measuring deviation from expected non-interaction effect. (1) Drug 1: CN1C2=C(C=C(C=C2)N(CCCl)CCCl)N=C1CCCC(=O)O.Cl. Drug 2: C1=NNC2=C1C(=O)NC=N2. Cell line: OVCAR3. Synergy scores: CSS=2.40, Synergy_ZIP=-2.86, Synergy_Bliss=-4.34, Synergy_Loewe=-3.82, Synergy_HSA=-3.33. (2) Drug 1: COC1=C(C=C2C(=C1)N=CN=C2NC3=CC(=C(C=C3)F)Cl)OCCCN4CCOCC4. Drug 2: N.N.Cl[Pt+2]Cl. Cell line: HOP-92. Synergy scores: CSS=25.0, Synergy_ZIP=2.74, Synergy_Bliss=3.34, Synergy_Loewe=-0.303, Synergy_HSA=4.16. (3) Drug 1: C1=C(C(=O)NC(=O)N1)F. Drug 2: C1CNP(=O)(OC1)N(CCCl)CCCl. Cell line: DU-145. Synergy scores: CSS=33.0, Synergy_ZIP=-0.762, Synergy_Bliss=-2.76, Synergy_Loewe=-17.3, Synergy_HSA=-3.14. (4) Drug 1: CC(CN1CC(=O)NC(=O)C1)N2CC(=O)NC(=O)C2. Drug 2: COC1=NC(=NC2=C1N=CN2C3C(C(C(O3)CO)O)O)N. Cell line: HCC-2998. Synergy scores: CSS=17.5, Synergy_ZIP=3.52, Synergy_Bliss=11.0, Synergy_Loewe=6.68, Synergy_HSA=6.78. (5) Drug 1: CC12CCC(CC1=CCC3C2CCC4(C3CC=C4C5=CN=CC=C5)C)O. Drug 2: CC1=C(C(=CC=C1)Cl)NC(=O)C2=CN=C(S2)NC3=CC(=NC(=N3)C)N4CCN(CC4)CCO. Cell line: OVCAR-4. Synergy scores: CSS=17.7, Synergy_ZIP=1.90, Synergy_Bliss=4.44, Synergy_Loewe=4.43, Synergy_HSA=5.52. (6) Drug 1: CC1OCC2C(O1)C(C(C(O2)OC3C4COC(=O)C4C(C5=CC6=C(C=C35)OCO6)C7=CC(=C(C(=C7)OC)O)OC)O)O. Drug 2: C1=CC(=CC=C1CC(C(=O)O)N)N(CCCl)CCCl.Cl. Cell line: SN12C. Synergy scores: CSS=46.7, Synergy_ZIP=0.0306, Synergy_Bliss=5.88, Synergy_Loewe=-5.51, Synergy_HSA=7.95. (7) Drug 1: CC1=CC2C(CCC3(C2CCC3(C(=O)C)OC(=O)C)C)C4(C1=CC(=O)CC4)C. Drug 2: CN(C)C1=NC(=NC(=N1)N(C)C)N(C)C. Cell line: HOP-92. Synergy scores: CSS=-6.91, Synergy_ZIP=4.53, Synergy_Bliss=-0.352, Synergy_Loewe=-9.70, Synergy_HSA=-9.07. (8) Drug 1: C1=NC2=C(N=C(N=C2N1C3C(C(C(O3)CO)O)O)F)N. Drug 2: CC1=C2C(C(=O)C3(C(CC4C(C3C(C(C2(C)C)(CC1OC(=O)C(C(C5=CC=CC=C5)NC(=O)OC(C)(C)C)O)O)OC(=O)C6=CC=CC=C6)(CO4)OC(=O)C)O)C)O. Cell line: MDA-MB-231. Synergy scores: CSS=1.43, Synergy_ZIP=0.675, Synergy_Bliss=4.34, Synergy_Loewe=0.802, Synergy_HSA=1.10. (9) Drug 1: CCC1=CC2CC(C3=C(CN(C2)C1)C4=CC=CC=C4N3)(C5=C(C=C6C(=C5)C78CCN9C7C(C=CC9)(C(C(C8N6C)(C(=O)OC)O)OC(=O)C)CC)OC)C(=O)OC. Drug 2: CN1C=C(C=N1)C2=C3N=C(C(=C(N3N=C2)N)Br)C4CCCNC4. Cell line: HCT116. Synergy scores: CSS=51.6, Synergy_ZIP=5.31, Synergy_Bliss=4.87, Synergy_Loewe=2.80, Synergy_HSA=6.26.